From a dataset of Full USPTO retrosynthesis dataset with 1.9M reactions from patents (1976-2016). Predict the reactants needed to synthesize the given product. (1) The reactants are: [Cl:1][C:2]1[C:3]([F:42])=[C:4]([C@@H:8]2[C@:12]([C:15]3[CH:20]=[CH:19][C:18]([Cl:21])=[CH:17][C:16]=3[F:22])([C:13]#[N:14])[C@H:11]([CH2:23][C:24]([CH3:27])([CH3:26])[CH3:25])[NH:10][C@H:9]2[C:28]([NH:30][C:31]2[CH:39]=[CH:38][C:34]([C:35](O)=[O:36])=[CH:33][C:32]=2[O:40][CH3:41])=[O:29])[CH:5]=[CH:6][CH:7]=1.Cl.[NH2:44][C@@H:45]1[C@@H:50]([OH:51])[C@H:49]([OH:52])[C@@H:48]([CH2:53][OH:54])[O:47][C@@H:46]1[OH:55]. Given the product [ClH:1].[CH3:41][O:40][C:32]1[CH:33]=[C:34]([C:35](=[O:36])[NH:44][C@@H:45]2[C@@H:50]([OH:51])[C@H:49]([OH:52])[C@@H:48]([CH2:53][OH:54])[O:47][C@@H:46]2[OH:55])[CH:38]=[CH:39][C:31]=1[NH:30][C:28]([C@H:9]1[C@H:8]([C:4]2[CH:5]=[CH:6][CH:7]=[C:2]([Cl:1])[C:3]=2[F:42])[C@:12]([C:15]2[CH:20]=[CH:19][C:18]([Cl:21])=[CH:17][C:16]=2[F:22])([C:13]#[N:14])[C@H:11]([CH2:23][C:24]([CH3:26])([CH3:27])[CH3:25])[NH:10]1)=[O:29], predict the reactants needed to synthesize it. (2) Given the product [CH3:22][N:14]1[C:15]2[N:16]=[CH:17][N:18]=[C:19]([NH2:21])[C:20]=2[C:12]([C:8]2[CH:7]=[C:6]3[C:11](=[CH:10][CH:9]=2)[N:3]([C:32](=[O:33])[CH2:31][C:29]2[CH:28]=[CH:27][CH:26]=[C:25]([C:24]([F:23])([F:36])[F:35])[N:30]=2)[CH2:4][CH2:5]3)=[CH:13]1, predict the reactants needed to synthesize it. The reactants are: Cl.Cl.[NH:3]1[C:11]2[C:6](=[CH:7][C:8]([C:12]3[C:20]4[C:19]([NH2:21])=[N:18][CH:17]=[N:16][C:15]=4[N:14]([CH3:22])[CH:13]=3)=[CH:9][CH:10]=2)[CH2:5][CH2:4]1.[F:23][C:24]([F:36])([F:35])[C:25]1[N:30]=[C:29]([CH2:31][C:32](O)=[O:33])[CH:28]=[CH:27][CH:26]=1.CN(C(ON1N=NC2C=CC=NC1=2)=[N+](C)C)C.F[P-](F)(F)(F)(F)F.CCN(C(C)C)C(C)C. (3) Given the product [NH2:18][CH:13]1[CH2:14][CH2:15][CH2:16][CH2:17][CH:12]1[NH:11][C:4]1[C:5]2[CH:10]=[CH:9][NH:8][C:6]=2[N:7]=[C:2]([NH:19][C:20]2[CH:21]=[CH:22][C:23]([N:26]([CH3:30])[C:27](=[O:29])[CH3:28])=[CH:24][CH:25]=2)[N:3]=1, predict the reactants needed to synthesize it. The reactants are: Cl[C:2]1[N:3]=[C:4]([NH:11][CH:12]2[CH2:17][CH2:16][CH2:15][CH2:14][CH:13]2[NH2:18])[C:5]2[CH:10]=[CH:9][NH:8][C:6]=2[N:7]=1.[NH2:19][C:20]1[CH:25]=[CH:24][C:23]([N:26]([CH3:30])[C:27](=[O:29])[CH3:28])=[CH:22][CH:21]=1.C[Si](Cl)(C)C. (4) Given the product [F:14][C:15]([F:22])([F:21])[S:16]([O-:19])(=[O:18])=[O:17].[CH3:1][O:2][Si:3]([CH2:8][CH2:9][CH2:10][N+:11]([CH3:15])([CH3:13])[CH3:12])([O:4][CH3:5])[O:6][CH3:7], predict the reactants needed to synthesize it. The reactants are: [CH3:1][O:2][Si:3]([CH2:8][CH2:9][CH2:10][N:11]([CH3:13])[CH3:12])([O:6][CH3:7])[O:4][CH3:5].[F:14][C:15]([F:22])([F:21])[S:16]([O:19]C)(=[O:18])=[O:17]. (5) Given the product [CH2:1]([O:3][C:4]([C:6]1[C:10]([CH3:11])=[C:9]([C:12]2[CH:17]=[CH:16][C:15]([C:26]#[N:27])=[CH:14][CH:13]=2)[N:8]([C:19]2[CH:24]=[CH:23][CH:22]=[CH:21][C:20]=2[Cl:25])[N:7]=1)=[O:5])[CH3:2], predict the reactants needed to synthesize it. The reactants are: [CH2:1]([O:3][C:4]([C:6]1[C:10]([CH3:11])=[C:9]([C:12]2[CH:17]=[CH:16][C:15](Br)=[CH:14][CH:13]=2)[N:8]([C:19]2[CH:24]=[CH:23][CH:22]=[CH:21][C:20]=2[Cl:25])[N:7]=1)=[O:5])[CH3:2].[C-:26]#[N:27].[Na+]. (6) The reactants are: [Cl:1][C:2]1[CH:3]=[CH:4][C:5]([C:39]#[N:40])=[C:6]([C:8]2[C:13]([O:14][CH3:15])=[CH:12][N:11]([CH:16]([CH2:32][C:33]3([CH3:37])[CH2:36][O:35][CH2:34]3)[C:17]([NH:19][C:20]3[CH:31]=[CH:30][C:23]([C:24]([O:26]CC=C)=[O:25])=[CH:22][CH:21]=3)=[O:18])[C:10](=[O:38])[CH:9]=2)[CH:7]=1.CNC1C=CC=CC=1. Given the product [Cl:1][C:2]1[CH:3]=[CH:4][C:5]([C:39]#[N:40])=[C:6]([C:8]2[C:13]([O:14][CH3:15])=[CH:12][N:11]([CH:16]([CH2:32][C:33]3([CH3:37])[CH2:34][O:35][CH2:36]3)[C:17]([NH:19][C:20]3[CH:31]=[CH:30][C:23]([C:24]([OH:26])=[O:25])=[CH:22][CH:21]=3)=[O:18])[C:10](=[O:38])[CH:9]=2)[CH:7]=1, predict the reactants needed to synthesize it. (7) Given the product [Br:1][C:2]1[CH:16]=[CH:15][C:5]2[C:6]3[N:7]([CH:11]=[C:12]([C:17]([NH:19][CH:21]=[O:22])=[O:18])[N:13]=3)[CH2:8][CH2:9][O:10][C:4]=2[CH:3]=1, predict the reactants needed to synthesize it. The reactants are: [Br:1][C:2]1[CH:16]=[CH:15][C:5]2[C:6]3[N:7]([CH:11]=[C:12](I)[N:13]=3)[CH2:8][CH2:9][O:10][C:4]=2[CH:3]=1.[CH:17]([NH2:19])=[O:18].C[CH2:21][O:22]C(C)=O.